This data is from Reaction yield outcomes from USPTO patents with 853,638 reactions. The task is: Predict the reaction yield, written as a fraction of the theoretical maximum amount of product (1.0 means a 100% yield; for example, 0.34 means a 34% yield). The reactants are C(OC([C:6]1[C:14]2[CH2:13][CH2:12][N:11]([C:15]3[CH:20]=[CH:19][C:18]([N:21]4[CH2:26][CH2:25][CH2:24][CH2:23][C:22]4=[O:27])=[CH:17][CH:16]=3)[C:10](=[O:28])[C:9]=2[N:8]([C:29]2[CH:34]=[CH:33][C:32]([O:35][CH3:36])=[CH:31][CH:30]=2)[N:7]=1)=O)C.C[Mg+].[Br-]. The catalyst is C1COCC1. The product is [OH:35][C:32]([C:6]1[C:14]2[CH2:13][CH2:12][N:11]([C:15]3[CH:20]=[CH:19][C:18]([N:21]4[CH2:26][CH2:25][CH2:24][CH2:23][C:22]4=[O:27])=[CH:17][CH:16]=3)[C:10](=[O:28])[C:9]=2[N:8]([C:29]2[CH:34]=[CH:33][C:32]([O:35][CH3:36])=[CH:31][CH:30]=2)[N:7]=1)([CH3:33])[CH3:31]. The yield is 0.480.